Dataset: Full USPTO retrosynthesis dataset with 1.9M reactions from patents (1976-2016). Task: Predict the reactants needed to synthesize the given product. (1) Given the product [NH2:11][C:12]1[C:17]([F:18])=[CH:16][C:15]([Cl:19])=[CH:14][C:13]=1[C:20]([OH:25])([C:5]#[C:4][CH:1]1[CH2:3][CH2:2]1)[C:21]([F:22])([F:23])[F:24], predict the reactants needed to synthesize it. The reactants are: [CH:1]1([C:4]#[CH:5])[CH2:3][CH2:2]1.[Li]CCCC.[NH2:11][C:12]1[C:17]([F:18])=[CH:16][C:15]([Cl:19])=[CH:14][C:13]=1[C:20](=[O:25])[C:21]([F:24])([F:23])[F:22]. (2) The reactants are: [Cl:1][C:2]1[N:7]=[CH:6][C:5]([O:8][CH2:9][CH:10]2[CH2:15][CH2:14][N:13](C(OC(C)(C)C)=O)[CH2:12][CH2:11]2)=[CH:4][CH:3]=1.Cl.O1CCOCC1. Given the product [ClH:1].[Cl:1][C:2]1[CH:3]=[CH:4][C:5]([O:8][CH2:9][CH:10]2[CH2:15][CH2:14][NH:13][CH2:12][CH2:11]2)=[CH:6][N:7]=1, predict the reactants needed to synthesize it. (3) Given the product [CH3:20][N:16]1[C:15]([C@H:8]([C:5]2[CH:4]=[CH:3][C:2]([O:1][CH2:22][C:23]3[CH:32]=[CH:31][C:30]4[C:29]([CH3:34])([CH3:33])[CH2:28][CH2:27][C:26]([CH3:36])([CH3:35])[C:25]=4[CH:24]=3)=[CH:7][CH:6]=2)[CH2:9][C:10]([OH:12])=[O:11])=[CH:19][N:18]=[N:17]1, predict the reactants needed to synthesize it. The reactants are: [OH:1][C:2]1[CH:7]=[CH:6][C:5]([C@@H:8]([C:15]2[N:16]([CH3:20])[N:17]=[N:18][CH:19]=2)[CH2:9][C:10]([O:12]CC)=[O:11])=[CH:4][CH:3]=1.Br[CH2:22][C:23]1[CH:24]=[C:25]2[C:30](=[CH:31][CH:32]=1)[C:29]([CH3:34])([CH3:33])[CH2:28][CH2:27][C:26]2([CH3:36])[CH3:35].C(=O)([O-])[O-].[Cs+].[Cs+].[Li+].[OH-]. (4) Given the product [C:5]([NH:4][CH2:3][CH2:1][OH:2])(=[O:21])[CH2:6][CH2:7][CH2:8][CH2:9][CH2:10][CH2:11][CH2:12][CH2:13][CH2:14][CH2:15][CH2:16][CH2:17][CH2:18][CH2:19][CH3:20], predict the reactants needed to synthesize it. The reactants are: [CH2:1]([CH2:3][NH2:4])[OH:2].[C:5](OC=C)(=[O:21])[CH2:6][CH2:7][CH2:8][CH2:9][CH2:10][CH2:11][CH2:12][CH2:13][CH2:14][CH2:15][CH2:16][CH2:17][CH2:18][CH2:19][CH3:20].C[O-].[Na+]. (5) Given the product [Cl:1][C:14]1[CH:15]=[C:10]2[C:11](=[CH:12][CH:13]=1)[NH:7][C:21]([C:28]([O:31][CH2:32][CH3:33])=[O:30])=[C:20]2[C:19]([N:18]([CH3:17])[CH3:27])=[O:5], predict the reactants needed to synthesize it. The reactants are: [ClH:1].CNC.[OH2:5].O[N:7]1[C:11]2[CH:12]=[CH:13][CH:14]=[CH:15][C:10]=2N=N1.Cl.[CH3:17][N:18]([CH3:27])[CH2:19][CH2:20][CH2:21]N=C=NCC.[C:28]([O:31][CH2:32][CH3:33])(=[O:30])C. (6) The reactants are: [CH3:1][S:2]([C:4]1[N:9]=[CH:8][C:7]2=[CH:10][CH:11]=[C:12]([C:13]3[CH:18]=[CH:17][CH:16]=[CH:15][C:14]=3[OH:19])[N:6]2[N:5]=1)=[O:3].Br[CH2:21][C:22]([NH2:24])=[O:23].C(=O)([O-])[O-].[K+].[K+].C(#N)C. Given the product [CH3:1][S:2]([C:4]1[N:9]=[CH:8][C:7]2=[CH:10][CH:11]=[C:12]([C:13]3[CH:18]=[CH:17][CH:16]=[CH:15][C:14]=3[O:19][CH2:21][C:22]([NH2:24])=[O:23])[N:6]2[N:5]=1)=[O:3], predict the reactants needed to synthesize it. (7) The reactants are: [CH3:1][O:2][C:3]1[CH:16]=[C:15]([N+:17]([O-:19])=[O:18])[CH:14]=[CH:13][C:4]=1[O:5][C:6]1[CH:11]=[CH:10][N:9]=[C:8]([NH2:12])[CH:7]=1.CCN(C(C)C)C(C)C.[CH3:29][O:30][CH2:31][C:32](Cl)=[O:33].N. Given the product [CH3:29][O:30][CH2:31][C:32]([NH:12][C:8]1[CH:7]=[C:6]([O:5][C:4]2[CH:13]=[CH:14][C:15]([N+:17]([O-:19])=[O:18])=[CH:16][C:3]=2[O:2][CH3:1])[CH:11]=[CH:10][N:9]=1)=[O:33], predict the reactants needed to synthesize it.